Dataset: Human liver microsome stability data. Task: Regression/Classification. Given a drug SMILES string, predict its absorption, distribution, metabolism, or excretion properties. Task type varies by dataset: regression for continuous measurements (e.g., permeability, clearance, half-life) or binary classification for categorical outcomes (e.g., BBB penetration, CYP inhibition). Dataset: hlm. The molecule is CNS(=O)(=O)c1ccc(-c2cnc(N)c(-c3ccc(OC)nc3)c2)cc1. The result is 0 (unstable in human liver microsomes).